From a dataset of Reaction yield outcomes from USPTO patents with 853,638 reactions. Predict the reaction yield, written as a fraction of the theoretical maximum amount of product (1.0 means a 100% yield; for example, 0.34 means a 34% yield). (1) The reactants are C[O:2][S:3]([CH2:6][C:7]1[C:11]2[CH:12]=[CH:13][CH:14]=[CH:15][C:10]=2[O:9][N:8]=1)(=O)=[O:4].C1(C)C=CC=CC=1.C[N:24](C=O)C.C(Cl)(=O)C(Cl)=O. The catalyst is O. The product is [CH:13]1[CH:14]=[CH:15][C:10]2[O:9][N:8]=[C:7]([CH2:6][S:3]([OH:2])(=[O:4])=[NH:24])[C:11]=2[CH:12]=1. The yield is 0.804. (2) The reactants are [CH2:1]([NH2:5])[CH2:2][CH2:3][CH3:4].[CH3:6][CH2:7][CH2:8][CH2:9][CH2:10][CH3:11].[C:12]([O:15]CC)(=[O:14])C. No catalyst specified. The product is [CH2:1]([NH:5][C:12](=[O:14])[O:15][C:8]1[CH:7]=[CH:6][CH:11]=[CH:10][CH:9]=1)[CH2:2][CH2:3][CH3:4]. The yield is 0.720. (3) The reactants are [CH:1]1([CH:6]([N:10]2[CH:14]=[C:13]([C:15]3[N:20]4[CH:21]=[CH:22][N:23]=[C:19]4[CH:18]=[C:17]([C:24]4[CH:29]=[CH:28][C:27](N5CCOCC5)=[CH:26][CH:25]=4)[N:16]=3)[CH:12]=[N:11]2)[CH2:7][C:8]#[N:9])[CH2:5][CH2:4][CH2:3][CH2:2]1.[CH2:36](O)[CH3:37]. No catalyst specified. The product is [CH:1]1([CH:6]([N:10]2[CH:14]=[C:13]([C:15]3[N:20]4[CH:21]=[CH:22][N:23]=[C:19]4[CH:18]=[C:17]([C:24]4[CH:25]=[CH:26][C:27]([CH:37]5[CH2:36][CH2:15][N:20]([CH3:21])[CH2:19][CH2:18]5)=[CH:28][CH:29]=4)[N:16]=3)[CH:12]=[N:11]2)[CH2:7][C:8]#[N:9])[CH2:5][CH2:4][CH2:3][CH2:2]1. The yield is 0.400.